This data is from Full USPTO retrosynthesis dataset with 1.9M reactions from patents (1976-2016). The task is: Predict the reactants needed to synthesize the given product. (1) Given the product [CH2:15]([C:12]1[CH:13]=[CH:14][C:9]([O:8][C:5]([CH3:6])([CH3:7])[C:4]([OH:34])=[O:3])=[CH:10][C:11]=1[O:19][CH2:20][CH2:21][C:22]1[N:23]=[C:24]([C:28]2[CH:33]=[CH:32][CH:31]=[CH:30][CH:29]=2)[O:25][C:26]=1[CH3:27])[CH2:16][CH2:17][CH3:18], predict the reactants needed to synthesize it. The reactants are: C([O:3][C:4](=[O:34])[C:5]([O:8][C:9]1[CH:14]=[CH:13][C:12]([CH2:15][CH2:16][CH2:17][CH3:18])=[C:11]([O:19][CH2:20][CH2:21][C:22]2[N:23]=[C:24]([C:28]3[CH:33]=[CH:32][CH:31]=[CH:30][CH:29]=3)[O:25][C:26]=2[CH3:27])[CH:10]=1)([CH3:7])[CH3:6])C.[OH-].[Na+]. (2) Given the product [F:8][C:9]1[CH:18]=[CH:17][CH:16]=[C:15]([CH3:19])[C:10]=1[C:6](=[O:22])[C:5]([O:4][CH3:1])=[O:7], predict the reactants needed to synthesize it. The reactants are: [C:1]([O:4][C:5](=[O:7])[CH3:6])(=O)C.[F:8][C:9]1[CH:18]=[CH:17][CH:16]=[C:15]([CH3:19])[C:10]=1C(C#N)=O.Cl.C[OH:22]. (3) Given the product [CH3:1][O:2][C:3]1[CH:8]=[CH:7][C:6]([N:9]2[CH:13]=[C:12]([C:14]#[N:19])[CH:11]=[N:10]2)=[CH:5][CH:4]=1, predict the reactants needed to synthesize it. The reactants are: [CH3:1][O:2][C:3]1[CH:8]=[CH:7][C:6]([N:9]2[CH:13]=[C:12]([CH:14]=O)[CH:11]=[N:10]2)=[CH:5][CH:4]=1.II.[OH-].[NH4+:19].